From a dataset of Full USPTO retrosynthesis dataset with 1.9M reactions from patents (1976-2016). Predict the reactants needed to synthesize the given product. (1) Given the product [F:14][C:11]1[CH:12]=[CH:13][C:8]([CH2:7][C:4]2[S:3][C:2]([B:20]([OH:25])[OH:21])=[CH:6][CH:5]=2)=[CH:9][CH:10]=1, predict the reactants needed to synthesize it. The reactants are: Br[C:2]1[S:3][C:4]([CH2:7][C:8]2[CH:13]=[CH:12][C:11]([F:14])=[CH:10][CH:9]=2)=[CH:5][CH:6]=1.[Li]CCCC.[B:20](OC(C)C)([O:25]C(C)C)[O:21]C(C)C.Cl. (2) Given the product [C:1]([C:4]1[C:12]2[C:7](=[CH:8][N:9]=[C:10]([C:18]([F:29])([F:28])[F:17])[CH:11]=2)[N:6]([CH2:13][C:14]([OH:16])=[O:15])[N:5]=1)(=[O:3])[NH2:2], predict the reactants needed to synthesize it. The reactants are: [C:1]([C:4]1[C:12]2[C:7](=[CH:8][N:9]=[CH:10][CH:11]=2)[N:6]([CH2:13][C:14]([OH:16])=[O:15])[N:5]=1)(=[O:3])[NH2:2].[F:17][C:18]([F:29])([F:28])C1C=C2C=NNC2=CN=1. (3) Given the product [CH2:2]([O:9][C:10]1[CH:11]=[CH:12][C:13]([N:16]([CH2:37][C:30]2[CH:31]=[C:32]([O:35][CH3:36])[CH:33]=[CH:34][C:29]=2[Br:28])[NH2:17])=[CH:14][CH:15]=1)[C:3]1[CH:4]=[CH:5][CH:6]=[CH:7][CH:8]=1, predict the reactants needed to synthesize it. The reactants are: Cl.[CH2:2]([O:9][C:10]1[CH:15]=[CH:14][C:13]([NH:16][NH2:17])=[CH:12][CH:11]=1)[C:3]1[CH:8]=[CH:7][CH:6]=[CH:5][CH:4]=1.C[Si](C)(C)[N-][Si](C)(C)C.[Na+].[Br:28][C:29]1[CH:34]=[CH:33][C:32]([O:35][CH3:36])=[CH:31][C:30]=1[CH2:37]Br.O. (4) Given the product [CH3:1][CH:2]([CH2:13][CH2:14][CH2:15][CH:16]([CH3:23])[CH2:17][CH2:18][CH2:19][CH:20]([CH3:22])[CH3:21])[CH2:3][CH2:4][CH2:5][CH2:6][C:7]1[CH:12]=[CH:11][C:10]([S:25]([O-:27])(=[O:26])=[O:24])=[CH:9][CH:8]=1.[Na+:34], predict the reactants needed to synthesize it. The reactants are: [CH3:1][CH:2]([CH2:13][CH2:14][CH2:15][CH:16]([CH3:23])[CH2:17][CH2:18][CH2:19][CH:20]([CH3:22])[CH3:21])[CH2:3][CH2:4][CH2:5][CH2:6][C:7]1[CH:12]=[CH:11][CH:10]=[CH:9][CH:8]=1.[OH:24][S:25](O)(=[O:27])=[O:26].O=S(=O)=O.[OH-].[Na+:34]. (5) The reactants are: Cl[C:2]1[CH:3]=[C:4]([C:13]2[C:25]3[C:24]4[C:19](=[CH:20][CH:21]=[CH:22][CH:23]=4)[N:18]([CH3:26])[C:17]=3[N:16]=[C:15]([CH3:27])[C:14]=2[C:28](OCC)=[O:29])[C:5]([CH3:12])=[C:6]2[C:11]=1[O:10][CH2:9][CH2:8][CH2:7]2.[H-].[H-].[H-].[H-].[Li+].[Al+3].CCN(CC)CC.C(O)=O. Given the product [CH3:27][C:15]1[C:14]([CH2:28][OH:29])=[C:13]([C:4]2[C:5]([CH3:12])=[C:6]3[C:11](=[CH:2][CH:3]=2)[O:10][CH2:9][CH2:8][CH2:7]3)[C:25]2[C:24]3[C:19](=[CH:20][CH:21]=[CH:22][CH:23]=3)[N:18]([CH3:26])[C:17]=2[N:16]=1, predict the reactants needed to synthesize it. (6) Given the product [O:2]=[C:3]1[C:12]2[C:7](=[CH:8][CH:9]=[CH:10][CH:11]=2)[N:6]([C:13]2[CH:18]=[CH:17][CH:16]=[CH:15][CH:14]=2)[C:5]([C:19]([O:21][CH3:22])=[O:20])=[C:4]1[CH2:23][CH:24]1[CH2:29][CH2:28][N:27]([CH2:41][C:39]2[O:38][N:37]=[C:36]([C:30]3[CH:31]=[CH:32][CH:33]=[CH:34][CH:35]=3)[CH:40]=2)[CH2:26][CH2:25]1, predict the reactants needed to synthesize it. The reactants are: Cl.[O:2]=[C:3]1[C:12]2[C:7](=[CH:8][CH:9]=[CH:10][CH:11]=2)[N:6]([C:13]2[CH:18]=[CH:17][CH:16]=[CH:15][CH:14]=2)[C:5]([C:19]([O:21][CH3:22])=[O:20])=[C:4]1[CH2:23][CH:24]1[CH2:29][CH2:28][NH:27][CH2:26][CH2:25]1.[C:30]1([C:36]2[CH:40]=[C:39]([CH:41]=O)[O:38][N:37]=2)[CH:35]=[CH:34][CH:33]=[CH:32][CH:31]=1.C(N(C(C)C)CC)(C)C.C(O[BH-](OC(=O)C)OC(=O)C)(=O)C.[Na+].